Dataset: Full USPTO retrosynthesis dataset with 1.9M reactions from patents (1976-2016). Task: Predict the reactants needed to synthesize the given product. (1) The reactants are: [SH:1][C:2]1[N:10]=[CH:9][CH:8]=[CH:7][C:3]=1[C:4]([OH:6])=O.C(N1C=CN=C1)(N1C=CN=C1)=O.O.[NH2:24][C:25]1[CH:30]=[C:29]([CH3:31])[CH:28]=[C:27]([CH3:32])[CH:26]=1. Given the product [CH3:32][C:27]1[CH:26]=[C:25]([NH:24][C:4]([C:3]2[C:2](=[S:1])[NH:10][CH:9]=[CH:8][CH:7]=2)=[O:6])[CH:30]=[C:29]([CH3:31])[CH:28]=1, predict the reactants needed to synthesize it. (2) Given the product [CH3:4][C@@H:5]1[CH2:10][CH:9]([C@H:11]([NH:17][C:18]([O:20][CH3:21])=[O:19])[C:12]([OH:14])=[O:13])[CH2:8][C@@H:7]([CH3:22])[O:6]1, predict the reactants needed to synthesize it. The reactants are: O.[OH-].[Li+].[CH3:4][C@@H:5]1[CH2:10][CH:9]([C@H:11]([NH:17][C:18]([O:20][CH3:21])=[O:19])[C:12]([O:14]CC)=[O:13])[CH2:8][C@@H:7]([CH3:22])[O:6]1. (3) The reactants are: C(N(CC)CC)C.[N:8]1[CH:13]=[CH:12][CH:11]=[CH:10][C:9]=1[NH2:14].[Br:15][C:16]1[CH:17]=[CH:18][C:19]([O:25][CH2:26][C:27]2[CH:32]=[CH:31][CH:30]=[CH:29][CH:28]=2)=[C:20]([CH:24]=1)[C:21](O)=[O:22].C(Cl)CCl.C1C=CC2N(O)N=NC=2C=1. Given the product [Br:15][C:16]1[CH:17]=[CH:18][C:19]([O:25][CH2:26][C:27]2[CH:28]=[CH:29][CH:30]=[CH:31][CH:32]=2)=[C:20]([CH:24]=1)[C:21]([NH:14][C:9]1[CH:10]=[CH:11][CH:12]=[CH:13][N:8]=1)=[O:22], predict the reactants needed to synthesize it. (4) The reactants are: Br[C:2]1[CH:3]=[C:4]([CH:16]=[CH:17][CH:18]=1)[CH2:5][N:6]([CH3:15])[C:7](=[O:14])[C:8]1[CH:13]=[CH:12][CH:11]=[CH:10][CH:9]=1.[CH:19]([C:21]1[CH:26]=[CH:25][C:24](B(O)O)=[CH:23][CH:22]=1)=[O:20].C(=O)([O-])[O-].[K+].[K+]. Given the product [CH:19]([C:21]1[CH:26]=[CH:25][C:24]([C:2]2[CH:18]=[CH:17][CH:16]=[C:4]([CH2:5][N:6]([CH3:15])[C:7](=[O:14])[C:8]3[CH:13]=[CH:12][CH:11]=[CH:10][CH:9]=3)[CH:3]=2)=[CH:23][CH:22]=1)=[O:20], predict the reactants needed to synthesize it. (5) Given the product [F:22][C:19]1[CH:20]=[CH:21][C:16]([NH:15][C:4]2[CH:3]=[C:2](/[CH:27]=[CH:26]/[C:25]3[CH:28]=[CH:29][CH:30]=[CH:31][C:24]=3[F:23])[CH:14]=[CH:13][C:5]=2[C:6]([O:8][C:9]([CH3:12])([CH3:11])[CH3:10])=[O:7])=[CH:17][CH:18]=1, predict the reactants needed to synthesize it. The reactants are: Br[C:2]1[CH:14]=[CH:13][C:5]([C:6]([O:8][C:9]([CH3:12])([CH3:11])[CH3:10])=[O:7])=[C:4]([NH:15][C:16]2[CH:21]=[CH:20][C:19]([F:22])=[CH:18][CH:17]=2)[CH:3]=1.[F:23][C:24]1[CH:31]=[CH:30][CH:29]=[CH:28][C:25]=1[CH:26]=[CH2:27].C1(CNCC2CCCCC2)CCCCC1.F[B-](F)(F)F.C(P(C(C)(C)C)C(C)(C)C)(C)(C)C.C(O)(=O)CC(CC(O)=O)(C(O)=O)O.